This data is from Full USPTO retrosynthesis dataset with 1.9M reactions from patents (1976-2016). The task is: Predict the reactants needed to synthesize the given product. (1) Given the product [F:1][C:2]1[C:11]([CH:12]([CH2:17][N:29]2[CH2:30][CH2:31][C@H:27]([CH2:26][NH:25][C:23](=[O:24])[C:22]([F:32])([F:33])[F:21])[CH2:28]2)[C:13]([O:15][CH3:16])=[O:14])=[C:10]2[C:5]([CH:6]=[CH:7][C:8]([O:18][CH3:19])=[N:9]2)=[CH:4][CH:3]=1, predict the reactants needed to synthesize it. The reactants are: [F:1][C:2]1[C:11]([C:12](=[CH2:17])[C:13]([O:15][CH3:16])=[O:14])=[C:10]2[C:5]([CH:6]=[CH:7][C:8]([O:18][CH3:19])=[N:9]2)=[CH:4][CH:3]=1.Cl.[F:21][C:22]([F:33])([F:32])[C:23]([NH:25][CH2:26][C@H:27]1[CH2:31][CH2:30][NH:29][CH2:28]1)=[O:24].C(N(CC)CC)C. (2) Given the product [F:23][C:24]([F:29])([F:28])[C:25]([OH:27])=[O:26].[CH2:1]([O:8][C:9](=[O:22])[C@@H:10]([CH:19]([CH3:20])[CH3:21])[NH2:11])[C:2]1[CH:7]=[CH:6][CH:5]=[CH:4][CH:3]=1, predict the reactants needed to synthesize it. The reactants are: [CH2:1]([O:8][C:9](=[O:22])[C@@H:10]([CH:19]([CH3:21])[CH3:20])[NH:11]C(OC(C)(C)C)=O)[C:2]1[CH:7]=[CH:6][CH:5]=[CH:4][CH:3]=1.[F:23][C:24]([F:29])([F:28])[C:25]([OH:27])=[O:26]. (3) Given the product [OH:19][C:20]1[CH:21]=[C:22]([NH:23][C:2]2[C:11]3[C:6](=[CH:7][CH:8]=[C:9]4[S:14](=[O:16])(=[O:15])[CH2:13][CH2:12][C:10]4=3)[N:5]=[CH:4][C:3]=2[C:17]#[N:18])[CH:24]=[C:25]([O:27][CH3:28])[CH:26]=1, predict the reactants needed to synthesize it. The reactants are: Cl[C:2]1[C:11]2[C:6](=[CH:7][CH:8]=[C:9]3[S:14](=[O:16])(=[O:15])[CH2:13][CH2:12][C:10]3=2)[N:5]=[CH:4][C:3]=1[C:17]#[N:18].[OH:19][C:20]1[CH:21]=[C:22]([CH:24]=[C:25]([O:27][CH3:28])[CH:26]=1)[NH2:23].O.[Cl-].[NH4+]. (4) Given the product [C:34]([CH2:33][C:9]1([N:11]2[CH:15]=[C:14]([C:16]3[C:17]4[CH:24]=[CH:23][NH:22][C:18]=4[N:19]=[CH:20][N:21]=3)[CH:13]=[N:12]2)[CH2:8][N:7]([CH:4]2[CH2:3][CH2:2][N:1]([C:37]([O:39][CH2:40][CH2:41][CH3:42])=[O:38])[CH2:6][CH2:5]2)[CH2:10]1)#[N:35], predict the reactants needed to synthesize it. The reactants are: [NH:1]1[CH2:6][CH2:5][CH:4]([N:7]2[CH2:10][C:9]([CH2:33][C:34]#[N:35])([N:11]3[CH:15]=[C:14]([C:16]4[C:17]5[CH:24]=[CH:23][N:22](COCC[Si](C)(C)C)[C:18]=5[N:19]=[CH:20][N:21]=4)[CH:13]=[N:12]3)[CH2:8]2)[CH2:3][CH2:2]1.Cl[C:37]([O:39][CH2:40][CH2:41][CH3:42])=[O:38].C(Cl)Cl.C(O)(C(F)(F)F)=O.C(N)CN. (5) Given the product [Br:1][C:2]1[CH:10]=[C:9]2[C:5]([CH2:6][N:7]([CH2:12][CH2:17][CH2:19][C:25]([O:27][CH3:28])=[O:26])[C:8]2=[O:11])=[CH:4][CH:3]=1, predict the reactants needed to synthesize it. The reactants are: [Br:1][C:2]1[CH:10]=[C:9]2[C:5]([CH2:6][N:7]([C@H:12]([CH:17]([CH3:19])C)C(OC)=O)[C:8]2=[O:11])=[CH:4][CH:3]=1.Cl.NCCC[C:25]([O:27][CH3:28])=[O:26].